Dataset: Peptide-MHC class II binding affinity with 134,281 pairs from IEDB. Task: Regression. Given a peptide amino acid sequence and an MHC pseudo amino acid sequence, predict their binding affinity value. This is MHC class II binding data. The peptide sequence is MKYLAAFLLLGLAGN. The MHC is HLA-DQA10301-DQB10302 with pseudo-sequence HLA-DQA10301-DQB10302. The binding affinity (normalized) is 0.0516.